Task: Predict the product of the given reaction.. Dataset: Forward reaction prediction with 1.9M reactions from USPTO patents (1976-2016) (1) Given the reactants [NH2:1][C:2]1[NH:6][N:5]=[C:4]([C:7]2[S:8][CH:9]=[CH:10][CH:11]=2)[CH:3]=1.[C:12](O)(=[O:15])[CH2:13][SH:14].[Al], predict the reaction product. The product is: [SH:14][CH2:13][C:12]([NH:1][C:2]1[NH:6][N:5]=[C:4]([C:7]2[S:8][CH:9]=[CH:10][CH:11]=2)[CH:3]=1)=[O:15]. (2) Given the reactants Cl[C:2]1[CH:7]=[CH:6][C:5]([C:8]2[N:9]=[CH:10][C:11]([NH2:14])=[N:12][CH:13]=2)=[C:4]([F:15])[CH:3]=1.[C:16]([NH:20][S:21]([C:24]1[CH:29]=[CH:28][CH:27]=[CH:26][C:25]=1B(O)O)(=[O:23])=[O:22])([CH3:19])([CH3:18])[CH3:17].N#N.[O-]P([O-])([O-])=O.[K+].[K+].[K+].C, predict the reaction product. The product is: [NH2:14][C:11]1[N:12]=[CH:13][C:8]([C:5]2[CH:6]=[CH:7][C:2]([C:25]3[C:24]([S:21]([NH:20][C:16]([CH3:19])([CH3:18])[CH3:17])(=[O:22])=[O:23])=[CH:29][CH:28]=[CH:27][CH:26]=3)=[CH:3][C:4]=2[F:15])=[N:9][CH:10]=1.